This data is from Reaction yield outcomes from USPTO patents with 853,638 reactions. The task is: Predict the reaction yield, written as a fraction of the theoretical maximum amount of product (1.0 means a 100% yield; for example, 0.34 means a 34% yield). (1) The reactants are [F:1][C:2]1[CH:7]=[CH:6][CH:5]=[C:4]([F:8])[C:3]=1[C:9]1[O:10][C:11]([C:17]2[S:18][CH:19]=[CH:20][CH:21]=2)=[C:12]([C:14](O)=[O:15])[N:13]=1.O.OC1C2N=N[NH:29]C=2C=CC=1.N.O1CCOCC1.Cl.CN(C)CCCN=C=NCC. The catalyst is CN(C=O)C. The product is [F:1][C:2]1[CH:7]=[CH:6][CH:5]=[C:4]([F:8])[C:3]=1[C:9]1[O:10][C:11]([C:17]2[S:18][CH:19]=[CH:20][CH:21]=2)=[C:12]([C:14]([NH2:29])=[O:15])[N:13]=1. The yield is 0.0400. (2) The yield is 0.660. The reactants are [OH-].[Na+].C([O:5][C:6]([C:8]1[NH:9][CH:10]=[C:11]([CH2:14][CH2:15][C:16]2[CH:21]=[CH:20][C:19]([Cl:22])=[CH:18][CH:17]=2)[C:12]=1[CH3:13])=[O:7])C. The catalyst is O1CCOCC1.O. The product is [Cl:22][C:19]1[CH:18]=[CH:17][C:16]([CH2:15][CH2:14][C:11]2[C:12]([CH3:13])=[C:8]([C:6]([OH:7])=[O:5])[NH:9][CH:10]=2)=[CH:21][CH:20]=1. (3) The reactants are C(OCC)C.[CH3:6][C:7]1([CH3:14])[O:12][CH2:11][C:10](=[O:13])[CH2:9][O:8]1.[H-].[Al+3].[Li+].[H-].[H-].[H-].[OH-].[Na+]. The catalyst is O. The product is [CH3:6][C:7]1([CH3:14])[O:12][CH2:11][CH:10]([OH:13])[CH2:9][O:8]1. The yield is 0.934. (4) The reactants are [CH3:1][C:2]1[CH:7]=[CH:6][C:5]([C:8]2[CH:13]=[C:12]([N:14]3[C:18]([CH3:19])=[N:17][N:16]=[N:15]3)[CH:11]=[C:10]([C:20]([OH:22])=O)[CH:9]=2)=[CH:4][CH:3]=1.C1C=CC2N(O)N=NC=2C=1.[CH3:33][O:34][CH2:35][CH:36]([NH2:38])[CH3:37].CN1C(=O)CCC1.CCN=C=NCCCN(C)C. The catalyst is C(Cl)Cl.CN(C=O)C. The product is [CH3:33][O:34][CH2:35][CH:36]([NH:38][C:20]([C:10]1[CH:9]=[C:8]([C:5]2[CH:6]=[CH:7][C:2]([CH3:1])=[CH:3][CH:4]=2)[CH:13]=[C:12]([N:14]2[C:18]([CH3:19])=[N:17][N:16]=[N:15]2)[CH:11]=1)=[O:22])[CH3:37]. The yield is 0.900. (5) The reactants are Br[C:2]1[CH:16]=[CH:15][C:5]([CH2:6][NH:7][C:8](=[O:14])[O:9][C:10]([CH3:13])([CH3:12])[CH3:11])=[CH:4][CH:3]=1.Br[C:18]1[C:19]2[C:20]3[CH:33]=[CH:32][S:31][C:21]=3[C:22](=[O:30])[NH:23][C:24]=2[CH:25]=[CH:26][C:27]=1[O:28][CH3:29]. No catalyst specified. The product is [CH3:29][O:28][C:27]1[CH:26]=[CH:25][C:24]2[NH:23][C:22](=[O:30])[C:21]3[S:31][CH:32]=[CH:33][C:20]=3[C:19]=2[C:18]=1[C:2]1[CH:16]=[CH:15][C:5]([CH2:6][NH:7][C:8](=[O:14])[O:9][C:10]([CH3:13])([CH3:12])[CH3:11])=[CH:4][CH:3]=1. The yield is 0.620. (6) The product is [CH3:8][C:5]1[C:4]([N+:9]([O-:11])=[O:10])=[CH:3][C:2]([C:17]#[C:16][Si:13]([CH3:15])([CH3:14])[CH3:12])=[CH:7][N:6]=1. The yield is 0.910. The reactants are Br[C:2]1[CH:3]=[C:4]([N+:9]([O-:11])=[O:10])[C:5]([CH3:8])=[N:6][CH:7]=1.[CH3:12][Si:13]([C:16]#[CH:17])([CH3:15])[CH3:14]. The catalyst is C(N(CC)CC)C.Cl[Pd](Cl)([P](C1C=CC=CC=1)(C1C=CC=CC=1)C1C=CC=CC=1)[P](C1C=CC=CC=1)(C1C=CC=CC=1)C1C=CC=CC=1.[Cu]I.